This data is from NCI-60 drug combinations with 297,098 pairs across 59 cell lines. The task is: Regression. Given two drug SMILES strings and cell line genomic features, predict the synergy score measuring deviation from expected non-interaction effect. Drug 1: C1=CC(=CC=C1C#N)C(C2=CC=C(C=C2)C#N)N3C=NC=N3. Drug 2: CN(CC1=CN=C2C(=N1)C(=NC(=N2)N)N)C3=CC=C(C=C3)C(=O)NC(CCC(=O)O)C(=O)O. Cell line: SK-MEL-5. Synergy scores: CSS=18.1, Synergy_ZIP=10.3, Synergy_Bliss=8.36, Synergy_Loewe=9.14, Synergy_HSA=10.3.